This data is from Reaction yield outcomes from USPTO patents with 853,638 reactions. The task is: Predict the reaction yield, written as a fraction of the theoretical maximum amount of product (1.0 means a 100% yield; for example, 0.34 means a 34% yield). The reactants are Cl[C:2]1[CH:7]=[CH:6][N:5]([CH3:8])[C:4](=[O:9])[C:3]=1[N+:10]([O-:12])=[O:11].[Br:13][C:14]1[CH:15]=[C:16]([NH2:21])[CH:17]=[CH:18][C:19]=1[F:20]. No catalyst specified. The product is [Br:13][C:14]1[CH:15]=[C:16]([NH:21][C:2]2[CH:7]=[CH:6][N:5]([CH3:8])[C:4](=[O:9])[C:3]=2[N+:10]([O-:12])=[O:11])[CH:17]=[CH:18][C:19]=1[F:20]. The yield is 0.400.